From a dataset of NCI-60 drug combinations with 297,098 pairs across 59 cell lines. Regression. Given two drug SMILES strings and cell line genomic features, predict the synergy score measuring deviation from expected non-interaction effect. (1) Drug 1: C1=CC=C(C=C1)NC(=O)CCCCCCC(=O)NO. Drug 2: COCCOC1=C(C=C2C(=C1)C(=NC=N2)NC3=CC=CC(=C3)C#C)OCCOC.Cl. Cell line: IGROV1. Synergy scores: CSS=32.5, Synergy_ZIP=4.11, Synergy_Bliss=9.62, Synergy_Loewe=7.48, Synergy_HSA=9.28. (2) Drug 1: C1=NC2=C(N=C(N=C2N1C3C(C(C(O3)CO)O)F)Cl)N. Drug 2: N.N.Cl[Pt+2]Cl. Cell line: NCI-H522. Synergy scores: CSS=79.4, Synergy_ZIP=-3.13, Synergy_Bliss=0.947, Synergy_Loewe=3.15, Synergy_HSA=4.65. (3) Drug 1: CCC1(CC2CC(C3=C(CCN(C2)C1)C4=CC=CC=C4N3)(C5=C(C=C6C(=C5)C78CCN9C7C(C=CC9)(C(C(C8N6C=O)(C(=O)OC)O)OC(=O)C)CC)OC)C(=O)OC)O.OS(=O)(=O)O. Drug 2: C1C(C(OC1N2C=NC(=NC2=O)N)CO)O. Cell line: IGROV1. Synergy scores: CSS=5.50, Synergy_ZIP=-1.29, Synergy_Bliss=0.691, Synergy_Loewe=-27.7, Synergy_HSA=-0.00133. (4) Drug 1: CC12CCC3C(C1CCC2=O)CC(=C)C4=CC(=O)C=CC34C. Drug 2: C#CCC(CC1=CN=C2C(=N1)C(=NC(=N2)N)N)C3=CC=C(C=C3)C(=O)NC(CCC(=O)O)C(=O)O. Cell line: SF-268. Synergy scores: CSS=55.9, Synergy_ZIP=2.73, Synergy_Bliss=-0.0238, Synergy_Loewe=0.959, Synergy_HSA=0.0789. (5) Drug 1: C1=NC2=C(N=C(N=C2N1C3C(C(C(O3)CO)O)O)F)N. Drug 2: C1=NC(=NC(=O)N1C2C(C(C(O2)CO)O)O)N. Cell line: SW-620. Synergy scores: CSS=33.9, Synergy_ZIP=-8.78, Synergy_Bliss=0.537, Synergy_Loewe=-19.9, Synergy_HSA=1.60.